Task: Predict the reactants needed to synthesize the given product.. Dataset: Full USPTO retrosynthesis dataset with 1.9M reactions from patents (1976-2016) (1) Given the product [NH2:35][C:36]1[N:40]([C:41]2[C:42]([Cl:52])=[CH:43][C:44]([C:48]([F:49])([F:50])[F:51])=[CH:45][C:46]=2[Cl:47])[N:39]=[C:38]([C:53]#[N:54])[C:37]=1[S:55]([C:58]([F:59])([F:61])[F:60])=[O:56], predict the reactants needed to synthesize it. The reactants are: FC(F)(F)C(O)=O.NC1N(C2C(Cl)=CC(C(F)(F)F)=CC=2Cl)N=C(C#N)C=1SC(F)(F)F.OO.[NH2:35][C:36]1[N:40]([C:41]2[C:46]([Cl:47])=[CH:45][C:44]([C:48]([F:51])([F:50])[F:49])=[CH:43][C:42]=2[Cl:52])[N:39]=[C:38]([C:53]#[N:54])[C:37]=1[S:55]([C:58]([F:61])([F:60])[F:59])(=O)=[O:56].S(=O)=O. (2) Given the product [OH:7][C@@H:8]1[CH2:13][CH2:12][CH2:11][CH2:10][C@H:9]1[NH:14][C:15]1[S:3](=[O:5])[C:20]2[CH:21]=[C:22]([O:24][C:25]3[CH:30]=[CH:29][N:28]=[C:27]([C:31]([NH:33][CH3:34])=[O:32])[CH:26]=3)[CH:23]=[CH:17][C:18]=2[N:19]=1, predict the reactants needed to synthesize it. The reactants are: OO[S:3]([O-:5])=O.[K+].[OH:7][C@@H:8]1[CH2:13][CH2:12][CH2:11][CH2:10][C@H:9]1[NH:14][C:15]1S[C:17]2[CH:23]=[C:22]([O:24][C:25]3[CH:30]=[CH:29][N:28]=[C:27]([C:31]([NH:33][CH3:34])=[O:32])[CH:26]=3)[CH:21]=[CH:20][C:18]=2[N:19]=1.